This data is from Forward reaction prediction with 1.9M reactions from USPTO patents (1976-2016). The task is: Predict the product of the given reaction. (1) Given the reactants [CH2:1]([C:3]1[CH:8]=[CH:7][N:6]2[N:9]=[CH:10][CH:11]=[C:5]2[CH:4]=1)[CH3:2].C1C(=O)N([Br:19])C(=O)C1.O, predict the reaction product. The product is: [Br:19][C:11]1[CH:10]=[N:9][N:6]2[CH:7]=[CH:8][C:3]([CH2:1][CH3:2])=[CH:4][C:5]=12. (2) Given the reactants [CH2:1]([O:8][CH2:9][CH:10]([CH:20]1[CH2:23][CH:22]([S:24]([O-:27])(=O)=[O:25])[CH2:21]1)[CH2:11][O:12][CH2:13][C:14]1[CH:19]=[CH:18][CH:17]=[CH:16][CH:15]=1)[C:2]1[CH:7]=[CH:6][CH:5]=[CH:4][CH:3]=1.[K+].O=P(Cl)(Cl)[Cl:31].C(N(C(C)C)CC)(C)C, predict the reaction product. The product is: [CH2:1]([O:8][CH2:9][CH:10]([CH:20]1[CH2:23][CH:22]([S:24]([Cl:31])(=[O:27])=[O:25])[CH2:21]1)[CH2:11][O:12][CH2:13][C:14]1[CH:19]=[CH:18][CH:17]=[CH:16][CH:15]=1)[C:2]1[CH:7]=[CH:6][CH:5]=[CH:4][CH:3]=1.